From a dataset of Reaction yield outcomes from USPTO patents with 853,638 reactions. Predict the reaction yield, written as a fraction of the theoretical maximum amount of product (1.0 means a 100% yield; for example, 0.34 means a 34% yield). The reactants are C1(C)C=CC=CC=1.[CH3:8][C:9]1[CH:14]=[CH:13][C:12](B(O)O)=[CH:11][C:10]=1[N+:18]([O-:20])=[O:19].Br[C:22]1[N:27]=[CH:26][CH:25]=[CH:24][N:23]=1.C(=O)([O-])[O-].[Na+].[Na+]. The catalyst is C(OCC)(=O)C.C1C=CC([P]([Pd]([P](C2C=CC=CC=2)(C2C=CC=CC=2)C2C=CC=CC=2)([P](C2C=CC=CC=2)(C2C=CC=CC=2)C2C=CC=CC=2)[P](C2C=CC=CC=2)(C2C=CC=CC=2)C2C=CC=CC=2)(C2C=CC=CC=2)C2C=CC=CC=2)=CC=1.C(O)C. The product is [CH3:8][C:9]1[CH:14]=[CH:13][C:12]([C:22]2[N:27]=[CH:26][CH:25]=[CH:24][N:23]=2)=[CH:11][C:10]=1[N+:18]([O-:20])=[O:19]. The yield is 0.550.